From a dataset of Reaction yield outcomes from USPTO patents with 853,638 reactions. Predict the reaction yield, written as a fraction of the theoretical maximum amount of product (1.0 means a 100% yield; for example, 0.34 means a 34% yield). (1) The reactants are [CH2:1]([CH:4]1[S:9](=[O:11])(=[O:10])[C:8]([CH3:13])([CH3:12])[C:7]([NH:14][C:15](=[O:21])[O:16][C:17]([CH3:20])([CH3:19])[CH3:18])=[N:6][C:5]1([C:23]1[CH:28]=[C:27]([N+:29]([O-:31])=[O:30])[CH:26]=[CH:25][C:24]=1[F:32])[CH3:22])[CH:2]=C.C(=O)(O)[O-:34].[Na+].[BH4-].[Na+]. The catalyst is C(Cl)Cl.CO. The product is [F:32][C:24]1[CH:25]=[CH:26][C:27]([N+:29]([O-:31])=[O:30])=[CH:28][C:23]=1[C:5]1([CH3:22])[CH:4]([CH2:1][CH2:2][OH:34])[S:9](=[O:11])(=[O:10])[C:8]([CH3:13])([CH3:12])[C:7]([NH:14][C:15](=[O:21])[O:16][C:17]([CH3:20])([CH3:19])[CH3:18])=[N:6]1. The yield is 0.990. (2) The reactants are [F:1][C:2]1[CH:3]=[C:4]([C:8]2[N:13]=[CH:12][C:11]([C:14](Cl)=[O:15])=[CH:10][N:9]=2)[CH:5]=[CH:6][CH:7]=1.[CH3:17][S:18]([C:21]1[CH:22]=[C:23]2[C:27](=[CH:28][CH:29]=1)[N:26]([NH2:30])[CH:25]=[CH:24]2)(=[O:20])=[O:19].C([O-])([O-])=O.[K+].[K+]. The catalyst is CCOC(C)=O.O. The product is [CH3:17][S:18]([C:21]1[CH:22]=[C:23]2[C:27](=[CH:28][CH:29]=1)[N:26]([NH:30][C:14]([C:11]1[CH:10]=[N:9][C:8]([C:4]3[CH:5]=[CH:6][CH:7]=[C:2]([F:1])[CH:3]=3)=[N:13][CH:12]=1)=[O:15])[CH:25]=[CH:24]2)(=[O:20])=[O:19]. The yield is 0.340. (3) The reactants are [CH3:1][C:2]1[C:10](C)(C)[C:9]2[C:4](=[CH:5][CH:6]=[CH:7][CH:8]=2)[N:3]=1.BrC[CH2:15][CH2:16][CH2:17][CH2:18][CH2:19][OH:20].C(N(C(C)C)CC)(C)C. No catalyst specified. The product is [NH:3]1[C:4]2[C:9](=[CH:8][CH:7]=[CH:6][CH:5]=2)[CH:10]=[C:2]1[CH2:1][CH2:15][CH2:16][CH2:17][CH2:18][CH2:19][OH:20]. The yield is 0.600. (4) The reactants are [C:1]([C:3]1[CH:8]=[C:7]([O:9][CH2:10][CH:11]2[CH2:16][CH2:15][N:14]([CH2:17][C:18]([CH2:22][CH3:23])([F:21])[CH2:19][CH3:20])[CH2:13][CH2:12]2)[CH:6]=[CH:5][C:4]=1[C:24]1C=[CH:28][C:27](C(O)=O)=[CH:26][CH:25]=1)#[N:2].[CH2:33](Cl)[CH2:34]Cl.C1C=CC2N([OH:46])N=NC=2C=1.CCN(C(C)C)C(C)C.[NH:56]1[CH2:60][CH2:59][CH2:58][C@H:57]1[C:61]([NH2:63])=[O:62]. The catalyst is C(Cl)Cl.O. The product is [C:1]([C:3]1[CH:8]=[C:7]([O:9][CH2:10][CH:11]2[CH2:12][CH2:13][N:14]([CH2:17][C:18]([CH2:22][CH3:23])([F:21])[CH2:19][CH3:20])[CH2:15][CH2:16]2)[CH:6]=[CH:5][C:4]=1[C:24]1[C:33]([C:34]([N:56]2[CH2:60][CH2:59][CH2:58][C@H:57]2[C:61]([NH2:63])=[O:62])=[O:46])=[CH:28][CH:27]=[CH:26][CH:25]=1)#[N:2]. The yield is 0.610. (5) The reactants are CCN(C(C)C)C(C)C.[I:10][C:11]1[CH:19]=[CH:18][C:14]([C:15](Cl)=[O:16])=[CH:13][CH:12]=1.[CH2:20]([O:22][C:23](=[O:32])[C@@:24]([CH3:31])([C:27]([NH:29][CH3:30])=[O:28])[NH:25][CH3:26])[CH3:21]. The catalyst is C(Cl)(Cl)Cl. The product is [CH2:20]([O:22][C:23](=[O:32])[C:24]([N:25]([CH3:26])[C:15]([C:14]1[CH:18]=[CH:19][C:11]([I:10])=[CH:12][CH:13]=1)=[O:16])([CH3:31])[C:27]([NH:29][CH3:30])=[O:28])[CH3:21]. The yield is 0.720. (6) The reactants are N1CCC[C@H](CN2C3C=CC=CC=3N=C2CN([C@@H]2C3N=CC=CC=3CCC2)CCC[OH:22])C1.[CH3:33][CH:34]([N:36]1[CH2:41][CH2:40][CH2:39][C@H:38]([CH2:42][N:43]2[C:47]3[CH:48]=[CH:49][CH:50]=[CH:51][C:46]=3[N:45]=[C:44]2[CH2:52][N:53]([CH2:64][CH2:65]C)[C@@H:54]2[C:63]3[N:62]=[CH:61][CH:60]=[CH:59][C:58]=3[CH2:57][CH2:56][CH2:55]2)[CH2:37]1)[CH3:35]. No catalyst specified. The product is [CH3:33][CH:34]([N:36]1[CH2:41][CH2:40][CH2:39][C@H:38]([CH2:42][N:43]2[C:47]3[CH:48]=[CH:49][CH:50]=[CH:51][C:46]=3[N:45]=[C:44]2[CH2:52][N:53]([C@@H:54]2[C:63]3[N:62]=[CH:61][CH:60]=[CH:59][C:58]=3[CH2:57][CH2:56][CH2:55]2)[CH2:64][CH2:65][OH:22])[CH2:37]1)[CH3:35]. The yield is 0.420.